This data is from Reaction yield outcomes from USPTO patents with 853,638 reactions. The task is: Predict the reaction yield, written as a fraction of the theoretical maximum amount of product (1.0 means a 100% yield; for example, 0.34 means a 34% yield). (1) The reactants are [Cl:1][C:2]1[CH:15]=[CH:14][CH:13]=[CH:12][C:3]=1[CH2:4][C:5]1[C:6]([CH3:11])=[N:7][NH:8][C:9]=1[NH2:10].[CH3:16][O:17][C:18]1[CH:23]=[CH:22][C:21]([C:24](=O)[CH2:25][C:26](OC)=[O:27])=[CH:20][CH:19]=1. The catalyst is C(O)(=O)C. The product is [Cl:1][C:2]1[CH:15]=[CH:14][CH:13]=[CH:12][C:3]=1[CH2:4][C:5]1[C:6]([CH3:11])=[N:7][N:8]2[C:26](=[O:27])[CH:25]=[C:24]([C:21]3[CH:20]=[CH:19][C:18]([O:17][CH3:16])=[CH:23][CH:22]=3)[NH:10][C:9]=12. The yield is 0.200. (2) The reactants are [CH:1]1([CH:7]=[N:8][S:9]([C:11]([CH3:14])([CH3:13])[CH3:12])=[O:10])[CH2:6][CH2:5][CH2:4][CH2:3][CH2:2]1.[CH2:15]([Mg]Br)[CH3:16].[Cl-].[NH4+].C(OCC)(=O)C. The catalyst is C(OCC)C. The product is [CH:1]1([CH:7]([NH:8][S:9]([C:11]([CH3:14])([CH3:13])[CH3:12])=[O:10])[CH2:15][CH3:16])[CH2:6][CH2:5][CH2:4][CH2:3][CH2:2]1. The yield is 0.850. (3) The reactants are [CH3:1][O:2][C:3]([CH:5]1[CH2:13][C:12]2[C:7](=[CH:8][CH:9]=[CH:10][CH:11]=2)[CH2:6]1)=[O:4].[Li+].[CH3:15][Si]([N-][Si](C)(C)C)(C)C.CI. The catalyst is C1COCC1. The product is [CH3:1][O:2][C:3]([C:5]1([CH3:15])[CH2:13][C:12]2[C:7](=[CH:8][CH:9]=[CH:10][CH:11]=2)[CH2:6]1)=[O:4]. The yield is 0.0900. (4) The reactants are [C:1]([C:3]1[CH:4]=[C:5]2[C:10](=[CH:11][C:12]=1[F:13])[O:9][CH2:8][CH2:7][CH:6]2[C:14]([O:16][CH3:17])=[O:15])#[N:2].[C:18]([O-])([O-])=O.[K+].[K+].IC.[H-].[Na+]. The catalyst is C(#N)C. The product is [C:1]([C:3]1[CH:4]=[C:5]2[C:10](=[CH:11][C:12]=1[F:13])[O:9][CH2:8][CH2:7][C:6]2([CH3:18])[C:14]([O:16][CH3:17])=[O:15])#[N:2]. The yield is 0.340. (5) The reactants are [NH2:1][C:2]1[C:10]([Cl:11])=[CH:9][CH:8]=[CH:7][C:3]=1[C:4]([OH:6])=[O:5].[Br:12]Br.Br. The catalyst is C(Cl)(Cl)Cl. The product is [NH2:1][C:2]1[C:10]([Cl:11])=[CH:9][C:8]([Br:12])=[CH:7][C:3]=1[C:4]([OH:6])=[O:5]. The yield is 0.870. (6) The reactants are [CH2:1]([O:3][C:4]1[CH:12]=[CH:11][C:7]([C:8](O)=[O:9])=[CH:6][C:5]=1[N+:13]([O-:15])=[O:14])[CH3:2].B.C1COCC1.[H][H]. The catalyst is CO. The product is [CH2:1]([O:3][C:4]1[CH:12]=[CH:11][C:7]([CH2:8][OH:9])=[CH:6][C:5]=1[N+:13]([O-:15])=[O:14])[CH3:2]. The yield is 0.670. (7) The reactants are [CH3:1][C:2]1([CH3:13])[CH2:7][CH:6](/[CH:8]=[CH:9]/[C:10]([OH:12])=O)[CH2:5][CH2:4][O:3]1.C(Cl)(C(C)(C)C)=O.[C:21]1([C@@H:27]2[CH2:31][O:30][C:29](=[O:32])[NH:28]2)[CH:26]=[CH:25][CH:24]=[CH:23][CH:22]=1.[Li]CCCC. The catalyst is C1COCC1.CCCCCC.C(Cl)Cl. The product is [C:21]1([C@@H:27]2[CH2:31][O:30][C:29](=[O:32])[N:28]2[C:10](=[O:12])/[CH:9]=[CH:8]/[CH:6]2[CH2:5][CH2:4][O:3][C:2]([CH3:1])([CH3:13])[CH2:7]2)[CH:22]=[CH:23][CH:24]=[CH:25][CH:26]=1. The yield is 0.629. (8) The reactants are [Br:1][C:2]1[C:3](=[O:27])[N:4]([C:19]2[C:24]([F:25])=[CH:23][CH:22]=[CH:21][C:20]=2[F:26])[C:5]([CH3:18])=[CH:6][C:7]=1[O:8][CH2:9][C:10]1[CH:15]=[CH:14][C:13]([F:16])=[CH:12][C:11]=1[F:17].[I:28]N1C(=O)CCC1=O.ClC(Cl)C(O)=O. The catalyst is ClC(Cl)C. The product is [Br:1][C:2]1[C:3](=[O:27])[N:4]([C:19]2[C:24]([F:25])=[CH:23][CH:22]=[CH:21][C:20]=2[F:26])[C:5]([CH3:18])=[C:6]([I:28])[C:7]=1[O:8][CH2:9][C:10]1[CH:15]=[CH:14][C:13]([F:16])=[CH:12][C:11]=1[F:17]. The yield is 0.320. (9) The reactants are N1C=CC=CC=1.[C:7]([O:11][C:12]([N:14]1[CH2:19][CH2:18][CH:17]([C:20]([NH:22][NH:23][C:24]([C@@H:26]2[CH2:32][CH2:31][C@@H:30]3[CH2:33][N:27]2[C:28](=[O:42])[N:29]3[O:34][CH2:35][C:36]2[CH:41]=[CH:40][CH:39]=[CH:38][CH:37]=2)=O)=[O:21])[CH2:16][CH2:15]1)=[O:13])([CH3:10])([CH3:9])[CH3:8].O(S(C(F)(F)F)(=O)=O)S(C(F)(F)F)(=O)=O.C([O-])(O)=O.[Na+]. The catalyst is C(Cl)Cl. The product is [CH2:35]([O:34][N:29]1[C:28](=[O:42])[N:27]2[CH2:33][C@H:30]1[CH2:31][CH2:32][C@H:26]2[C:24]1[O:21][C:20]([CH:17]2[CH2:16][CH2:15][N:14]([C:12]([O:11][C:7]([CH3:10])([CH3:8])[CH3:9])=[O:13])[CH2:19][CH2:18]2)=[N:22][N:23]=1)[C:36]1[CH:41]=[CH:40][CH:39]=[CH:38][CH:37]=1. The yield is 0.820. (10) The reactants are [C:1]([C:3]1[CH:8]=[CH:7][CH:6]=[CH:5][C:4]=1[C:9]1[CH:14]=[CH:13][C:12]([CH2:15][C:16]2[C:17](=[O:37])[N:18]([C@H:28]3[CH2:33][CH2:32][C@H:31]([C:34](O)=[O:35])[CH2:30][CH2:29]3)[C:19]3[N:20]([N:25]=[CH:26][N:27]=3)[C:21]=2[CH2:22][CH2:23][CH3:24])=[CH:11][CH:10]=1)#[N:2].[NH4+].O[N:40]1C2C=CC=CC=2N=N1.Cl.C(N=C=NCCCN(C)C)C.CN(C)C=O. The catalyst is C(OCC)(=O)C. The product is [C:1]([C:3]1[CH:8]=[CH:7][CH:6]=[CH:5][C:4]=1[C:9]1[CH:14]=[CH:13][C:12]([CH2:15][C:16]2[C:17](=[O:37])[N:18]([C@H:28]3[CH2:33][CH2:32][C@H:31]([C:34]([NH2:40])=[O:35])[CH2:30][CH2:29]3)[C:19]3[N:20]([N:25]=[CH:26][N:27]=3)[C:21]=2[CH2:22][CH2:23][CH3:24])=[CH:11][CH:10]=1)#[N:2]. The yield is 0.670.